This data is from Catalyst prediction with 721,799 reactions and 888 catalyst types from USPTO. The task is: Predict which catalyst facilitates the given reaction. (1) Reactant: [C:1]([C:3]1[CH:4]=[C:5]([CH:9]=[C:10]([CH2:14][CH3:15])[C:11]=1[O:12][CH3:13])[C:6](O)=[O:7])#[N:2].C1(C)C=CC=CC=1.S(Cl)([Cl:25])=O. Product: [C:1]([C:3]1[CH:4]=[C:5]([CH:9]=[C:10]([CH2:14][CH3:15])[C:11]=1[O:12][CH3:13])[C:6]([Cl:25])=[O:7])#[N:2]. The catalyst class is: 9. (2) Reactant: I[C:2]1[CH:7]=[CH:6][N:5]=[C:4]([S:8][CH3:9])[N:3]=1.C(NC(C)C)(C)C.[C:17]([C:19]1[CH:24]=[CH:23][CH:22]=[C:21]([N+:25]([O-:27])=[O:26])[CH:20]=1)#[CH:18]. Product: [CH3:9][S:8][C:4]1[N:3]=[C:2]([C:18]#[C:17][C:19]2[CH:24]=[CH:23][CH:22]=[C:21]([N+:25]([O-:27])=[O:26])[CH:20]=2)[CH:7]=[CH:6][N:5]=1. The catalyst class is: 700. (3) Reactant: [C:1]1([S:7]([NH2:10])(=[O:9])=[O:8])[CH:6]=[CH:5][CH:4]=[CH:3][CH:2]=1.[Br:11][C:12]1[CH:13]=[C:14]([CH:18]=[C:19]([Br:30])[C:20]=1[O:21][CH2:22][C:23]1[CH:28]=[CH:27][CH:26]=[C:25]([Br:29])[CH:24]=1)[C:15](O)=[O:16].C(N(CC)C(C)C)(C)C.O.ON1C2C=CC=CC=2N=N1. Product: [Br:11][C:12]1[CH:13]=[C:14]([CH:18]=[C:19]([Br:30])[C:20]=1[O:21][CH2:22][C:23]1[CH:28]=[CH:27][CH:26]=[C:25]([Br:29])[CH:24]=1)[C:15]([NH:10][S:7]([C:1]1[CH:6]=[CH:5][CH:4]=[CH:3][CH:2]=1)(=[O:9])=[O:8])=[O:16]. The catalyst class is: 204. (4) Reactant: [CH3:1][O:2][CH2:3][CH2:4][CH2:5][C:6]1[CH:11]=[CH:10][CH:9]=[C:8]([CH3:12])[C:7]=1Br.[Li]CCCC.C([O:22][B:23](OC(C)C)[O:24]C(C)C)(C)C. Product: [CH3:1][O:2][CH2:3][CH2:4][CH2:5][C:6]1[CH:11]=[CH:10][CH:9]=[C:8]([CH3:12])[C:7]=1[B:23]([OH:24])[OH:22]. The catalyst class is: 1. (5) Reactant: [Cl:1][C:2]1[CH:38]=[CH:37][C:5]([CH2:6][C@@H:7]([NH:28][CH:29]2[CH2:34][CH2:33][CH:32]([C:35]#[N:36])[CH2:31][CH2:30]2)[C:8]([N:10]2[CH2:15][CH2:14][C:13]([CH:22]3[CH2:27][CH2:26][CH2:25][CH2:24][CH2:23]3)([CH2:16][N:17]3[CH:21]=[N:20][CH:19]=[N:18]3)[CH2:12][CH2:11]2)=[O:9])=[CH:4][CH:3]=1.Cl. Product: [ClH:1].[Cl:1][C:2]1[CH:3]=[CH:4][C:5]([CH2:6][C@@H:7]([NH:28][CH:29]2[CH2:30][CH2:31][CH:32]([C:35]#[N:36])[CH2:33][CH2:34]2)[C:8]([N:10]2[CH2:11][CH2:12][C:13]([CH:22]3[CH2:27][CH2:26][CH2:25][CH2:24][CH2:23]3)([CH2:16][N:17]3[CH:21]=[N:20][CH:19]=[N:18]3)[CH2:14][CH2:15]2)=[O:9])=[CH:37][CH:38]=1. The catalyst class is: 268.